From a dataset of Peptide-MHC class I binding affinity with 185,985 pairs from IEDB/IMGT. Regression. Given a peptide amino acid sequence and an MHC pseudo amino acid sequence, predict their binding affinity value. This is MHC class I binding data. (1) The peptide sequence is TWLTYHGAI. The MHC is HLA-A26:01 with pseudo-sequence HLA-A26:01. The binding affinity (normalized) is 0. (2) The peptide sequence is HPDIVIYQY. The MHC is HLA-A24:02 with pseudo-sequence HLA-A24:02. The binding affinity (normalized) is 0. (3) The peptide sequence is LLFLNDMGKV. The MHC is HLA-A02:03 with pseudo-sequence HLA-A02:03. The binding affinity (normalized) is 0.822. (4) The peptide sequence is TPRMCTREEF. The MHC is HLA-B53:01 with pseudo-sequence HLA-B53:01. The binding affinity (normalized) is 0.337. (5) The peptide sequence is NLKERYYSGL. The MHC is HLA-A02:02 with pseudo-sequence HLA-A02:02. The binding affinity (normalized) is 0.958. (6) The peptide sequence is AMAETGCDA. The MHC is HLA-B40:01 with pseudo-sequence HLA-B40:01. The binding affinity (normalized) is 0.0847. (7) The peptide sequence is AYIDNYNKV. The MHC is HLA-B54:01 with pseudo-sequence HLA-B54:01. The binding affinity (normalized) is 0.